Dataset: Catalyst prediction with 721,799 reactions and 888 catalyst types from USPTO. Task: Predict which catalyst facilitates the given reaction. (1) Reactant: [Cl:1][C:2]1[C:7]([Cl:8])=[CH:6][CH:5]=[CH:4][C:3]=1[S:9]([N:12]([C:22]1[C:27]([O:28][CH3:29])=[N:26][C:25](Cl)=[CH:24][N:23]=1)COCCO[Si](C)(C)C)(=[O:11])=[O:10].[C:31]([O:35][CH3:36])(=[O:34])[CH2:32][OH:33].[H-].[Na+]. Product: [Cl:1][C:2]1[C:7]([Cl:8])=[CH:6][CH:5]=[CH:4][C:3]=1[S:9]([NH:12][C:22]1[N:23]=[CH:24][C:25]([O:33][CH2:32][C:31]([O:35][CH3:36])=[O:34])=[N:26][C:27]=1[O:28][CH3:29])(=[O:10])=[O:11]. The catalyst class is: 9. (2) Reactant: O.Cl.[NH2:3][C@H:4]([C:7]([OH:9])=[O:8])[CH2:5][SH:6].[OH-].[Na+].[C:12]([O:17][CH2:18][CH3:19])(=[O:16])[C:13]([CH3:15])=O. Product: [CH3:19][CH2:18][O:17][C:12]([C:13]1([CH3:15])[NH:3][CH:4]([C:7]([OH:9])=[O:8])[CH2:5][S:6]1)=[O:16]. The catalyst class is: 6. (3) Reactant: C([O:3][C:4](=[O:34])[C:5]1[CH:10]=[C:9]([N:11]2[C:15]([CH3:16])=[CH:14][CH:13]=[C:12]2[C:17]2[CH:22]=[C:21]([Br:23])[CH:20]=[CH:19][C:18]=2[O:24][CH2:25][C:26]2[CH:31]=[CH:30][C:29]([F:32])=[CH:28][C:27]=2[F:33])[CH:8]=[N:7][CH:6]=1)C.[OH-].[Na+].CCO. Product: [Br:23][C:21]1[CH:20]=[CH:19][C:18]([O:24][CH2:25][C:26]2[CH:31]=[CH:30][C:29]([F:32])=[CH:28][C:27]=2[F:33])=[C:17]([C:12]2[N:11]([C:9]3[CH:8]=[N:7][CH:6]=[C:5]([CH:10]=3)[C:4]([OH:34])=[O:3])[C:15]([CH3:16])=[CH:14][CH:13]=2)[CH:22]=1. The catalyst class is: 25. (4) Reactant: [Br:1][C:2]1[CH:3]=[C:4]([N+:16]([O-])=O)[C:5]([C:8]2[CH:13]=[CH:12][CH:11]=[C:10]([O:14][CH3:15])[CH:9]=2)=[N:6][CH:7]=1.O.O.[Sn](Cl)Cl. Product: [Br:1][C:2]1[CH:3]=[C:4]([NH2:16])[C:5]([C:8]2[CH:13]=[CH:12][CH:11]=[C:10]([O:14][CH3:15])[CH:9]=2)=[N:6][CH:7]=1. The catalyst class is: 25. (5) Reactant: [Cl:1][C:2]1[CH:3]=[N:4][CH:5]=[C:6]([Cl:36])[C:7]=1[NH:8][C:9]([C:11]1[C:19]2[C:18]3[CH:20]=[C:21]([NH:24][C:25]([NH:27][CH2:28][C:29]([O:31]CC)=[O:30])=[O:26])[CH:22]=[CH:23][C:17]=3[O:16][C:15]=2[C:14]([O:34][CH3:35])=[CH:13][CH:12]=1)=[O:10].[OH-].[K+]. Product: [Cl:36][C:6]1[CH:5]=[N:4][CH:3]=[C:2]([Cl:1])[C:7]=1[NH:8][C:9]([C:11]1[C:19]2[C:18]3[CH:20]=[C:21]([NH:24][C:25]([NH:27][CH2:28][C:29]([OH:31])=[O:30])=[O:26])[CH:22]=[CH:23][C:17]=3[O:16][C:15]=2[C:14]([O:34][CH3:35])=[CH:13][CH:12]=1)=[O:10]. The catalyst class is: 72. (6) Reactant: ClC1N=[N+]([O-:9])C(Cl)=CC=1.[Cl:10][C:11]1[N+:16]([O-])=[N:15][C:14]([O:18][C:19]2[C:24]([CH:25]=[CH2:26])=[C:23]([CH3:27])[CH:22]=[C:21]([CH3:28])[C:20]=2[CH3:29])=[CH:13][CH:12]=1.ClC1N=[N+]([O-])C(OC2C(C=C)=C(C)C=C(C)C=2C)=CC=1. Product: [Cl:10][C:11]1[N:16]=[N:15][C:14]([O:18][C:19]2[C:24]([CH:25]=[CH2:26])=[C:23]([CH3:27])[CH:22]=[C:21]([CH3:28])[C:20]=2[CH3:29])=[C:13]([OH:9])[CH:12]=1. The catalyst class is: 6.